From a dataset of NCI-60 drug combinations with 297,098 pairs across 59 cell lines. Regression. Given two drug SMILES strings and cell line genomic features, predict the synergy score measuring deviation from expected non-interaction effect. (1) Drug 1: C1=NNC2=C1C(=O)NC=N2. Drug 2: C1CC(=O)NC(=O)C1N2C(=O)C3=CC=CC=C3C2=O. Cell line: BT-549. Synergy scores: CSS=9.75, Synergy_ZIP=0.470, Synergy_Bliss=7.17, Synergy_Loewe=6.06, Synergy_HSA=3.23. (2) Synergy scores: CSS=29.2, Synergy_ZIP=-5.40, Synergy_Bliss=2.48, Synergy_Loewe=-0.595, Synergy_HSA=3.97. Cell line: HT29. Drug 1: CC1C(C(CC(O1)OC2CC(CC3=C2C(=C4C(=C3O)C(=O)C5=C(C4=O)C(=CC=C5)OC)O)(C(=O)C)O)N)O.Cl. Drug 2: CCC1=C2CN3C(=CC4=C(C3=O)COC(=O)C4(CC)O)C2=NC5=C1C=C(C=C5)O. (3) Drug 1: C1CC(=O)NC(=O)C1N2CC3=C(C2=O)C=CC=C3N. Drug 2: C1CC(=O)NC(=O)C1N2C(=O)C3=CC=CC=C3C2=O. Cell line: RPMI-8226. Synergy scores: CSS=7.32, Synergy_ZIP=-3.37, Synergy_Bliss=-0.977, Synergy_Loewe=-1.59, Synergy_HSA=-1.25. (4) Drug 1: CNC(=O)C1=NC=CC(=C1)OC2=CC=C(C=C2)NC(=O)NC3=CC(=C(C=C3)Cl)C(F)(F)F. Drug 2: C1=CC=C(C(=C1)C(C2=CC=C(C=C2)Cl)C(Cl)Cl)Cl. Cell line: SK-MEL-28. Synergy scores: CSS=4.48, Synergy_ZIP=-0.480, Synergy_Bliss=5.28, Synergy_Loewe=4.92, Synergy_HSA=4.85. (5) Drug 1: C1=CC(=CC=C1CCC2=CNC3=C2C(=O)NC(=N3)N)C(=O)NC(CCC(=O)O)C(=O)O. Drug 2: C1=CN(C(=O)N=C1N)C2C(C(C(O2)CO)O)O.Cl. Cell line: KM12. Synergy scores: CSS=-0.994, Synergy_ZIP=-5.79, Synergy_Bliss=-13.0, Synergy_Loewe=-12.9, Synergy_HSA=-12.1.